Dataset: Peptide-MHC class II binding affinity with 134,281 pairs from IEDB. Task: Regression. Given a peptide amino acid sequence and an MHC pseudo amino acid sequence, predict their binding affinity value. This is MHC class II binding data. (1) The peptide sequence is ATTEEQKLIEDVNAS. The MHC is HLA-DPA10301-DPB10402 with pseudo-sequence HLA-DPA10301-DPB10402. The binding affinity (normalized) is 0.315. (2) The peptide sequence is GLSGEPKGGAESSSK. The MHC is DRB5_0101 with pseudo-sequence DRB5_0101. The binding affinity (normalized) is 0.405. (3) The peptide sequence is DYIDAYVSRLLDD. The MHC is DRB4_0101 with pseudo-sequence DRB4_0103. The binding affinity (normalized) is 0.106. (4) The peptide sequence is VGQMLMLVNDRLLDI. The MHC is DRB3_0101 with pseudo-sequence DRB3_0101. The binding affinity (normalized) is 0.694. (5) The peptide sequence is SCTMPPVSFHGSDGC. The MHC is HLA-DQA10201-DQB10301 with pseudo-sequence HLA-DQA10201-DQB10301. The binding affinity (normalized) is 0.215. (6) The peptide sequence is TESHVKISRTIYRGVSP. The MHC is DRB5_0101 with pseudo-sequence DRB5_0101. The binding affinity (normalized) is 0.692. (7) The peptide sequence is DFDGRSEFAYGSFVR. The MHC is HLA-DQA10501-DQB10301 with pseudo-sequence HLA-DQA10501-DQB10301. The binding affinity (normalized) is 0.315. (8) The peptide sequence is PDNVKPIYIVTPTNA. The MHC is HLA-DPA10103-DPB10301 with pseudo-sequence HLA-DPA10103-DPB10301. The binding affinity (normalized) is 0.128.